From a dataset of Forward reaction prediction with 1.9M reactions from USPTO patents (1976-2016). Predict the product of the given reaction. (1) Given the reactants C[O:2][P:3]([CH2:7][CH2:8][C@@H:9]([O:40][CH2:41][C:42]1[CH:47]=[CH:46][CH:45]=[CH:44][CH:43]=1)[C@H:10]([O:32][CH2:33][C:34]1[CH:39]=[CH:38][CH:37]=[CH:36][CH:35]=1)[C@H:11]([O:24][CH2:25][C:26]1[CH:31]=[CH:30][CH:29]=[CH:28][CH:27]=1)[CH2:12][N:13]([O:16][CH2:17][C:18]1[CH:23]=[CH:22][CH:21]=[CH:20][CH:19]=1)[CH:14]=[O:15])(=[O:6])[O:4]C.N1C=CC=CC=1.C[Si](Br)(C)C, predict the reaction product. The product is: [CH2:41]([O:40][C@@H:9]([C@H:10]([O:32][CH2:33][C:34]1[CH:39]=[CH:38][CH:37]=[CH:36][CH:35]=1)[C@H:11]([O:24][CH2:25][C:26]1[CH:31]=[CH:30][CH:29]=[CH:28][CH:27]=1)[CH2:12][N:13]([O:16][CH2:17][C:18]1[CH:19]=[CH:20][CH:21]=[CH:22][CH:23]=1)[CH:14]=[O:15])[CH2:8][CH2:7][P:3](=[O:2])([OH:4])[OH:6])[C:42]1[CH:47]=[CH:46][CH:45]=[CH:44][CH:43]=1. (2) The product is: [NH2:18][C:17]1[C:3]2=[N:4][N:5]([CH2:13][CH2:14][O:15][CH3:16])[C:6]([CH2:7][C:8]([CH3:10])([CH3:9])[C:11]#[N:12])=[C:2]2[C:22]2[CH:23]=[CH:24][CH:25]=[CH:26][C:21]=2[N:20]=1. Given the reactants Br[C:2]1[C:3]([C:17]#[N:18])=[N:4][N:5]([CH2:13][CH2:14][O:15][CH3:16])[C:6]=1[CH2:7][C:8]([C:11]#[N:12])([CH3:10])[CH3:9].Cl.[NH2:20][C:21]1[CH:26]=[CH:25][CH:24]=[CH:23][C:22]=1B(O)O, predict the reaction product.